From a dataset of Forward reaction prediction with 1.9M reactions from USPTO patents (1976-2016). Predict the product of the given reaction. Given the reactants [C:1]([C:4]1[CH:9]=[CH:8][CH:7]=[CH:6][CH:5]=1)(=[O:3])[CH3:2].CC(O)C, predict the reaction product. The product is: [C:4]1([C@H:1]([OH:3])[CH3:2])[CH:9]=[CH:8][CH:7]=[CH:6][CH:5]=1.